From a dataset of Full USPTO retrosynthesis dataset with 1.9M reactions from patents (1976-2016). Predict the reactants needed to synthesize the given product. (1) Given the product [F:22][C:23]([F:36])([F:35])[S:24]([O:1]/[C:2](/[CH3:21])=[C:3](/[C:15]1[CH:20]=[CH:19][CH:18]=[CH:17][CH:16]=1)\[C:4](=[O:5])[NH:6][CH2:7][CH2:8][C:9]1[CH:10]=[CH:11][CH:12]=[CH:13][CH:14]=1)(=[O:26])=[O:25], predict the reactants needed to synthesize it. The reactants are: [O:1]=[C:2]([CH3:21])[CH:3]([C:15]1[CH:20]=[CH:19][CH:18]=[CH:17][CH:16]=1)[C:4]([NH:6][CH2:7][CH2:8][C:9]1[CH:14]=[CH:13][CH:12]=[CH:11][CH:10]=1)=[O:5].[F:22][C:23]([F:36])([F:35])[S:24](O[S:24]([C:23]([F:36])([F:35])[F:22])(=[O:26])=[O:25])(=[O:26])=[O:25].C(N(CC)CC)C. (2) Given the product [N:3]1[C:4]2[CH:10]=[CH:9][CH:8]=[CH:7][C:5]=2[NH:6][C:2]=1[S:1][S:1][C:2]1[NH:3][C:4]2[CH:10]=[CH:9][CH:8]=[CH:7][C:5]=2[N:6]=1, predict the reactants needed to synthesize it. The reactants are: [SH:1][C:2]1[NH:3][C:4]2[CH:10]=[CH:9][CH:8]=[CH:7][C:5]=2[N:6]=1.[OH-].[Na+].II. (3) The reactants are: [NH2:1][C:2]1[CH:22]=[CH:21][CH:20]=[CH:19][C:3]=1[NH:4][C:5]1[S:9][C:8]2[CH:10]=[CH:11][CH:12]=[CH:13][C:7]=2[C:6]=1[C:14](OCC)=O.[CH3:23][N:24]1[CH2:29][CH2:28][NH:27][CH2:26][CH2:25]1. Given the product [CH3:23][N:24]1[CH2:29][CH2:28][N:27]([C:14]2[C:6]3[C:7]4[CH:13]=[CH:12][CH:11]=[CH:10][C:8]=4[S:9][C:5]=3[NH:4][C:3]3[CH:19]=[CH:20][CH:21]=[CH:22][C:2]=3[N:1]=2)[CH2:26][CH2:25]1, predict the reactants needed to synthesize it. (4) Given the product [CH2:21]([O:20][C:18]([C:2]1[C:11]2[C:6](=[C:7]([CH3:12])[CH:8]=[CH:9][CH:10]=2)[N:5]=[CH:4][N:3]=1)=[CH2:19])[CH3:22], predict the reactants needed to synthesize it. The reactants are: Cl[C:2]1[C:11]2[C:6](=[C:7]([CH3:12])[CH:8]=[CH:9][CH:10]=2)[N:5]=[CH:4][N:3]=1.C([Sn](CCCC)(CCCC)[C:18]([O:20][CH2:21][CH3:22])=[CH2:19])CCC. (5) Given the product [C:1]([CH:5]([OH:28])[C@H:6]1[O:10][C@@H:9]([N:11]2[C:20]3[C:14]([C:15]([N:17]=[CH:18][N:19]=3)=[NH:16])=[N:13][C:12]2=[SiH2:21])[C@H:8]([O:22][CH3:29])[C@@H:7]1[O:23][C:24]([CH3:27])([CH3:26])[CH3:25])([CH3:4])([CH3:2])[CH3:3], predict the reactants needed to synthesize it. The reactants are: [C:1]([CH:5]([OH:28])[C@H:6]1[O:10][C@@H:9]([N:11]2[C:20]3[C:14]([C:15]([N:17]=[CH:18][N:19]=3)=[NH:16])=[N:13][C:12]2=[SiH2:21])[C@H:8]([OH:22])[C@@H:7]1[O:23][C:24]([CH3:27])([CH3:26])[CH3:25])([CH3:4])([CH3:3])[CH3:2].[CH3:29]OS(OC)(=O)=O.[H-].[Na+]. (6) Given the product [NH2:24][C:13]1[C:12]2[N:11]=[CH:10][C:9]([CH2:8][CH2:7][C:6]3[CH:25]=[CH:26][C:3]([OH:2])=[CH:4][C:5]=3[CH3:27])=[CH:18][C:17]=2[C:16]2[CH:19]=[CH:20][C:21]([CH3:23])=[CH:22][C:15]=2[N:14]=1, predict the reactants needed to synthesize it. The reactants are: C[O:2][C:3]1[CH:26]=[CH:25][C:6]([CH2:7][CH2:8][C:9]2[CH:10]=[N:11][C:12]3[C:17]([CH:18]=2)=[C:16]2[CH:19]=[CH:20][C:21]([CH3:23])=[CH:22][C:15]2=[N:14][C:13]=3[NH2:24])=[C:5]([CH3:27])[CH:4]=1.B(Br)(Br)Br.